Task: Predict the product of the given reaction.. Dataset: Forward reaction prediction with 1.9M reactions from USPTO patents (1976-2016) Given the reactants [CH2:1]1[CH:9]2[N:4]([CH2:5][CH2:6][CH:7]([C:10]3[C:18]4[C:13](=[CH:14][CH:15]=[N:16][CH:17]=4)[NH:12][CH:11]=3)[CH2:8]2)[CH2:3][CH2:2]1.[CH:19]1[C:28]2[C:23](=[CH:24][CH:25]=[CH:26][CH:27]=2)[CH:22]=[CH:21][C:20]=1[S:29](Cl)(=[O:31])=[O:30].C[Si]([N-][Si](C)(C)C)(C)C.[Na+], predict the reaction product. The product is: [CH2:1]1[CH:9]2[N:4]([CH2:5][CH2:6][CH:7]([C:10]3[C:18]4[C:17](=[N:16][CH:15]=[CH:14][CH:13]=4)[N:12]([S:29]([C:20]4[CH:21]=[CH:22][C:23]5[C:28](=[CH:27][CH:26]=[CH:25][CH:24]=5)[CH:19]=4)(=[O:31])=[O:30])[CH:11]=3)[CH2:8]2)[CH2:3][CH2:2]1.